Dataset: Full USPTO retrosynthesis dataset with 1.9M reactions from patents (1976-2016). Task: Predict the reactants needed to synthesize the given product. (1) Given the product [C:4]([O:8][CH:7]([CH2:31][OH:32])[CH2:9][O:10][CH2:28][CH2:27][CH2:26][CH2:25][CH2:24][CH2:23][CH2:22][CH2:21][CH2:20][CH2:19][CH2:18][CH2:17][CH2:16][CH2:15][CH2:14][CH3:13])(=[O:5])/[CH:11]=[CH:28]\[CH:27]=[CH:26][CH:25]=[CH:24][CH:23]=[CH:22][CH:21]=[CH:20][CH:19]=[CH:18][CH2:17][CH2:16][CH2:15][CH2:14][CH2:13][CH2:13][CH2:14][CH2:15][CH3:16], predict the reactants needed to synthesize it. The reactants are: [H-].[Na+].C[C:4]1([CH3:11])[O:8][CH:7]([CH2:9][OH:10])C[O:5]1.Br[CH2:13][CH2:14][CH2:15][CH2:16][CH2:17][CH2:18][CH2:19][CH2:20][CH2:21][CH2:22][CH2:23][CH2:24][CH2:25][CH2:26][CH2:27][CH3:28].CN(C)[CH:31]=[O:32]. (2) Given the product [CH3:29][O:28][C:24](=[O:27])[CH2:25][CH2:26][N:8]1[C:7]2[CH:16]=[C:3]([CH2:1][CH3:2])[CH:4]=[C:5]([CH3:17])[C:6]=2[O:11][CH:10]([CH:12]([CH3:14])[CH3:13])[C:9]1=[O:15], predict the reactants needed to synthesize it. The reactants are: [CH2:1]([C:3]1[CH:4]=[C:5]([CH3:17])[C:6]2[O:11][CH:10]([CH:12]([CH3:14])[CH3:13])[C:9](=[O:15])[NH:8][C:7]=2[CH:16]=1)[CH3:2].C(=O)([O-])[O-].[K+].[K+].[C:24]([O:28][CH3:29])(=[O:27])[CH:25]=[CH2:26].C(O)(=O)CC(CC(O)=O)(C(O)=O)O. (3) Given the product [CH:44]1([NH:39][C:40](=[O:47])[NH:1][C:2]2[CH:37]=[CH:36][C:5]([O:6][C:7]3[CH:12]=[CH:11][N:10]=[C:9]4[CH:13]=[C:14]([C:16]5[N:17]=[CH:18][N:19]([CH2:21][CH2:22][N:23]6[CH2:24][CH2:25][N:26]([C:29]([O:31][C:32]([CH3:35])([CH3:33])[CH3:34])=[O:30])[CH2:27][CH2:28]6)[CH:20]=5)[S:15][C:8]=34)=[C:4]([F:38])[CH:3]=2)[CH2:42][CH2:43]1, predict the reactants needed to synthesize it. The reactants are: [NH2:1][C:2]1[CH:37]=[CH:36][C:5]([O:6][C:7]2[CH:12]=[CH:11][N:10]=[C:9]3[CH:13]=[C:14]([C:16]4[N:17]=[CH:18][N:19]([CH2:21][CH2:22][N:23]5[CH2:28][CH2:27][N:26]([C:29]([O:31][C:32]([CH3:35])([CH3:34])[CH3:33])=[O:30])[CH2:25][CH2:24]5)[CH:20]=4)[S:15][C:8]=23)=[C:4]([F:38])[CH:3]=1.[N:39]1[CH:44]=[CH:43][CH:42]=C[CH:40]=1.ClC(OC1C=CC=CC=1)=[O:47].C1(N)CC1.